Dataset: Catalyst prediction with 721,799 reactions and 888 catalyst types from USPTO. Task: Predict which catalyst facilitates the given reaction. Reactant: [C:1]([C:4]1[C:9]2[CH2:10][C:11](=[CH:19][CH2:20][CH2:21][N:22]3[CH2:27][CH2:26][C:25]([C:29]4[CH:34]=[CH:33][C:32]([Cl:35])=[CH:31][CH:30]=4)([OH:28])[CH2:24][CH2:23]3)[C:12]3[C:13]([O:18][C:8]=2[CH:7]=[CH:6][CH:5]=1)=[N:14][CH:15]=[CH:16][CH:17]=3)(=[O:3])[CH3:2].[Li+].CC([N-]C(C)C)C.C([C:46]([O:48][CH2:49][CH3:50])=[O:47])#N.[Cl-].[NH4+].[Cl-].[Na+]. Product: [Cl:35][C:32]1[CH:31]=[CH:30][C:29]([C:25]2([OH:28])[CH2:26][CH2:27][N:22]([CH2:21][CH2:20][CH:19]=[C:11]3[C:12]4[C:13](=[N:14][CH:15]=[CH:16][CH:17]=4)[O:18][C:8]4[CH:7]=[CH:6][CH:5]=[C:4]([C:1](=[O:3])[CH2:2][C:46]([O:48][CH2:49][CH3:50])=[O:47])[C:9]=4[CH2:10]3)[CH2:23][CH2:24]2)=[CH:34][CH:33]=1. The catalyst class is: 1.